From a dataset of Reaction yield outcomes from USPTO patents with 853,638 reactions. Predict the reaction yield, written as a fraction of the theoretical maximum amount of product (1.0 means a 100% yield; for example, 0.34 means a 34% yield). The reactants are [N:1]1[C:8](Cl)=[N:7][C:5]([Cl:6])=[N:4][C:2]=1[Cl:3].C(=O)(O)[O-].[K+].[CH:15]1([CH2:21][OH:22])[CH2:20][CH2:19][CH2:18][CH2:17][CH2:16]1. The catalyst is C1(C)C=CC=CC=1.C1OCCOCCOCCOCCOCCOC1. The product is [Cl:3][C:2]1[N:4]=[C:5]([Cl:6])[N:7]=[C:8]([O:22][CH2:21][CH:15]2[CH2:20][CH2:19][CH2:18][CH2:17][CH2:16]2)[N:1]=1. The yield is 0.990.